This data is from Catalyst prediction with 721,799 reactions and 888 catalyst types from USPTO. The task is: Predict which catalyst facilitates the given reaction. (1) Reactant: [ClH:1].Br[C:3]1[CH:4]=[C:5]([C:9]2[C:10](=[O:21])[N:11]([C:14]3[CH:19]=[C:18]([CH3:20])[CH:17]=[CH:16][N:15]=3)[NH:12][CH:13]=2)[CH:6]=[N:7][CH:8]=1.[CH3:22][N:23](C=O)C. Product: [ClH:1].[CH3:20][C:18]1[CH:17]=[CH:16][N:15]=[C:14]([N:11]2[C:10](=[O:21])[C:9]([C:5]3[CH:4]=[C:3]([C:22]#[N:23])[CH:8]=[N:7][CH:6]=3)=[CH:13][NH:12]2)[CH:19]=1. The catalyst class is: 267. (2) Reactant: [CH:1]1([C:4]2[C:13]([CH:14]3[CH2:16][CH2:15]3)=[CH:12][C:7]([C:8](OC)=[O:9])=[C:6]([O:17][CH2:18][CH3:19])[CH:5]=2)[CH2:3][CH2:2]1.[H-].[Al+3].[Li+].[H-].[H-].[H-].O.[OH-].[Na+]. Product: [CH:1]1([C:4]2[C:13]([CH:14]3[CH2:16][CH2:15]3)=[CH:12][C:7]([CH2:8][OH:9])=[C:6]([O:17][CH2:18][CH3:19])[CH:5]=2)[CH2:2][CH2:3]1. The catalyst class is: 1. (3) Reactant: [CH2:1]([N:3]1[C:7]([C:8]2[C:16]3[C:11](=[CH:12][C:13]([N+:17]([O-])=O)=[CH:14][CH:15]=3)[N:10]([CH:20]([CH3:22])[CH3:21])[CH:9]=2)=[CH:6][C:5]([C:23]#[N:24])=[N:4]1)[CH3:2].O.O.[Sn](Cl)Cl.C(=O)(O)[O-].[Na+]. Product: [NH2:17][C:13]1[CH:12]=[C:11]2[C:16]([C:8]([C:7]3[N:3]([CH2:1][CH3:2])[N:4]=[C:5]([C:23]#[N:24])[CH:6]=3)=[CH:9][N:10]2[CH:20]([CH3:21])[CH3:22])=[CH:15][CH:14]=1. The catalyst class is: 39. (4) Reactant: [NH2:1][C:2]1[CH:3]=[C:4]([CH:8]2[C:17]([CH3:19])([CH3:18])[CH2:16][C:15]3[C:10](=[CH:11][CH:12]=[C:13]([C:20]([O-:22])=[O:21])[CH:14]=3)[NH:9]2)[CH:5]=[CH:6][CH:7]=1.[CH:23](N(CC)C(C)C)(C)C.[C:32](Cl)(=[O:34])[CH3:33].C(OCC)(=O)C. Product: [C:32]([NH:1][C:2]1[CH:3]=[C:4]([CH:8]2[C:17]([CH3:18])([CH3:19])[CH2:16][C:15]3[C:10](=[CH:11][CH:12]=[C:13]([C:20]([O:22][CH3:23])=[O:21])[CH:14]=3)[NH:9]2)[CH:5]=[CH:6][CH:7]=1)(=[O:34])[CH3:33]. The catalyst class is: 4.